From a dataset of Reaction yield outcomes from USPTO patents with 853,638 reactions. Predict the reaction yield, written as a fraction of the theoretical maximum amount of product (1.0 means a 100% yield; for example, 0.34 means a 34% yield). (1) The reactants are [H-].[Na+].[Si]([O:10][CH2:11][C:12]([CH3:18])([CH3:17])[C:13]([O:15]C)=O)(C(C)(C)C)(C)C.[C:19](#[N:21])[CH3:20].Cl. The catalyst is C1(C)C=CC=CC=1. The product is [OH:10][CH2:11][C:12]([CH3:17])([CH3:18])[C:13](=[O:15])[CH2:20][C:19]#[N:21]. The yield is 0.290. (2) The reactants are [OH:1][C:2]1[N:6]([CH3:7])[N:5]=[C:4]([C:8]([F:11])([F:10])[F:9])[CH:3]=1.P(Cl)(Cl)(Cl)=O.O.CN([CH:21]=[O:22])C. No catalyst specified. The product is [OH:1][C:2]1[N:6]([CH3:7])[N:5]=[C:4]([C:8]([F:11])([F:10])[F:9])[C:3]=1[CH:21]=[O:22]. The yield is 0.232. (3) The reactants are [NH:1]1[CH2:6][CH2:5][O:4][CH2:3][CH2:2]1.Br[CH2:8][CH2:9][CH2:10][CH2:11][O:12][C:13]1[CH:14]=[C:15]([N:19]2[C:23]3[CH:24]=[CH:25][CH:26]=[CH:27][C:22]=3[C:21](=[N:28][C:29]3[CH:34]=[CH:33][CH:32]=[C:31]([C:35]([F:38])([F:37])[F:36])[CH:30]=3)[C:20]2=[O:39])[CH:16]=[CH:17][CH:18]=1. The catalyst is C(Cl)(Cl)Cl. The product is [N:1]1([CH2:8][CH2:9][CH2:10][CH2:11][O:12][C:13]2[CH:14]=[C:15]([N:19]3[C:23]4[CH:24]=[CH:25][CH:26]=[CH:27][C:22]=4[C:21](=[N:28][C:29]4[CH:34]=[CH:33][CH:32]=[C:31]([C:35]([F:38])([F:36])[F:37])[CH:30]=4)[C:20]3=[O:39])[CH:16]=[CH:17][CH:18]=2)[CH2:6][CH2:5][O:4][CH2:3][CH2:2]1. The yield is 0.300. (4) The reactants are C(N(CC)CC)C.C(N1C=CN=C1)(N1C=CN=C1)=O.[NH:20]1[CH:24]=[C:23]([CH2:25][C:26]([OH:28])=O)[N:22]=[CH:21]1.[NH:29]1[CH2:34][CH2:33][CH2:32][C@@H:31]([NH:35][C:36]2[CH:41]=[CH:40][N:39]=[C:38]([C:42]3[N:46]4[CH:47]=[C:48]([C:51]#[N:52])[CH:49]=[CH:50][C:45]4=[N:44][CH:43]=3)[N:37]=2)[CH2:30]1. The catalyst is CN(C=O)C. The product is [NH:20]1[CH:24]=[C:23]([CH2:25][C:26]([N:29]2[CH2:34][CH2:33][CH2:32][C@@H:31]([NH:35][C:36]3[CH:41]=[CH:40][N:39]=[C:38]([C:42]4[N:46]5[CH:47]=[C:48]([C:51]#[N:52])[CH:49]=[CH:50][C:45]5=[N:44][CH:43]=4)[N:37]=3)[CH2:30]2)=[O:28])[N:22]=[CH:21]1. The yield is 0.320. (5) The reactants are C(OC([NH:8][C:9]1[C:10]([C:16]([OH:18])=[O:17])=[CH:11][C:12]([F:15])=[N:13][CH:14]=1)=O)(C)(C)C.C(O)(C(F)(F)F)=O. No catalyst specified. The product is [NH2:8][C:9]1[C:10]([C:16]([OH:18])=[O:17])=[CH:11][C:12]([F:15])=[N:13][CH:14]=1. The yield is 0.740. (6) The reactants are [NH:1]1[CH2:6][CH2:5][NH:4][CH2:3][CH2:2]1.[C:7](Cl)([C:20]1[CH:25]=[CH:24][CH:23]=[CH:22][CH:21]=1)([C:14]1[CH:19]=[CH:18][CH:17]=[CH:16][CH:15]=1)[C:8]1[CH:13]=[CH:12][CH:11]=[CH:10][CH:9]=1.[C:27]([OH:34])(=[O:33])[CH2:28][CH2:29][C:30]([OH:32])=[O:31]. The catalyst is C1(C)C=CC=CC=1.CO.C1(C)C=CC=CC=1. The product is [C:27]([OH:34])(=[O:33])[CH2:28][CH2:29][C:30]([OH:32])=[O:31].[C:7]([N:1]1[CH2:6][CH2:5][NH:4][CH2:3][CH2:2]1)([C:8]1[CH:13]=[CH:12][CH:11]=[CH:10][CH:9]=1)([C:20]1[CH:21]=[CH:22][CH:23]=[CH:24][CH:25]=1)[C:14]1[CH:15]=[CH:16][CH:17]=[CH:18][CH:19]=1. The yield is 0.700. (7) The reactants are [NH:1]1[C:9]2[C:4](=[CH:5][CH:6]=[CH:7][CH:8]=2)[C:3]2([C:21]3[C:12](=[CH:13][C:14]4[O:19][CH2:18][CH2:17][O:16][C:15]=4[CH:20]=3)[O:11][CH2:10]2)[C:2]1=[O:22].C(N(CC)CC)C.[C:30](O[C:30]([O:32][C:33]([CH3:36])([CH3:35])[CH3:34])=[O:31])([O:32][C:33]([CH3:36])([CH3:35])[CH3:34])=[O:31]. The catalyst is CN(C)C1C=CN=CC=1.CN(C)C=O.C(OCC)(=O)C. The product is [O:22]=[C:2]1[C:3]2([C:21]3[C:12](=[CH:13][C:14]4[O:19][CH2:18][CH2:17][O:16][C:15]=4[CH:20]=3)[O:11][CH2:10]2)[C:4]2[C:9](=[CH:8][CH:7]=[CH:6][CH:5]=2)[N:1]1[C:30]([O:32][C:33]([CH3:36])([CH3:35])[CH3:34])=[O:31]. The yield is 0.790. (8) The reactants are [F:1][C:2]1[C:7]([C:8]2[N:13]=[CH:12][N:11]=[C:10]([NH2:14])[CH:9]=2)=[CH:6][CH:5]=[CH:4][N:3]=1.[H-].[Na+].[C:17](N1C=CC=CC1=O)(N1C=CC=CC1=O)=[S:18]. The catalyst is CN(C=O)C. The product is [F:1][C:2]1[C:7]([C:8]2[CH:9]=[C:10]([N:14]=[C:17]=[S:18])[N:11]=[CH:12][N:13]=2)=[CH:6][CH:5]=[CH:4][N:3]=1. The yield is 0.360. (9) The reactants are C(Cl)(=O)C.[NH2:5][CH:6]([CH2:9][OH:10])[CH2:7][OH:8].[CH2:11]([O:18][CH2:19][N:20]1[C:28]2[C:27]([O:29][CH3:30])=[N:26][CH:25]=[N:24][C:23]=2[C:22]([CH:31]=O)=[CH:21]1)[C:12]1[CH:17]=[CH:16][CH:15]=[CH:14][CH:13]=1.C([BH3-])#N.[Na+]. The catalyst is CO. The product is [CH2:11]([O:18][CH2:19][N:20]1[C:28]2[C:27]([O:29][CH3:30])=[N:26][CH:25]=[N:24][C:23]=2[C:22]([CH2:31][NH:5][CH:6]([CH2:9][OH:10])[CH2:7][OH:8])=[CH:21]1)[C:12]1[CH:17]=[CH:16][CH:15]=[CH:14][CH:13]=1. The yield is 0.770. (10) The reactants are [N:1]1[N:2]2[CH2:13][CH2:12][CH2:11][C:3]2=[CH:4][C:5]=1[C:6]([O:8]CC)=[O:7].[OH-].[Na+].Cl. The catalyst is O1CCOCC1. The product is [N:1]1[N:2]2[CH2:13][CH2:12][CH2:11][C:3]2=[CH:4][C:5]=1[C:6]([OH:8])=[O:7]. The yield is 0.570.